Dataset: Full USPTO retrosynthesis dataset with 1.9M reactions from patents (1976-2016). Task: Predict the reactants needed to synthesize the given product. (1) Given the product [OH:3][CH2:4][CH2:5][CH2:6][N:7]1[C:12](=[O:13])[C:11]2[C:14]([CH2:29][CH2:30][CH:31]([CH3:33])[CH3:32])=[C:15]([O:18][C:19]3[CH:24]=[CH:23][CH:22]=[C:21]([C:25]([F:28])([F:27])[F:26])[CH:20]=3)[CH:16]=[N:17][C:10]=2[N:9]([CH3:34])[C:8]1=[O:35], predict the reactants needed to synthesize it. The reactants are: C([O:3][CH2:4][CH2:5][CH2:6][N:7]1[C:12](=[O:13])[C:11]2[C:14]([CH2:29][CH2:30][CH:31]([CH3:33])[CH3:32])=[C:15]([O:18][C:19]3[CH:24]=[CH:23][CH:22]=[C:21]([C:25]([F:28])([F:27])[F:26])[CH:20]=3)[CH:16]=[N:17][C:10]=2[N:9]([CH3:34])[C:8]1=[O:35])=O.O[Li].O. (2) Given the product [ClH:1].[CH3:13][O:12][C:9]1[CH:10]=[C:11]2[C:6](=[CH:7][C:8]=1[O:14][CH3:15])[N:5]=[CH:4][CH:3]=[C:2]2[O:16][C:17]1[CH:30]=[CH:29][CH:28]=[CH:27][C:18]=1[C:19]([C:21]1[CH:22]=[CH:23][CH:24]=[CH:25][CH:26]=1)=[O:20], predict the reactants needed to synthesize it. The reactants are: [Cl:1][C:2]1[C:11]2[C:6](=[CH:7][C:8]([O:14][CH3:15])=[C:9]([O:12][CH3:13])[CH:10]=2)[N:5]=[CH:4][CH:3]=1.[OH:16][C:17]1[CH:30]=[CH:29][CH:28]=[CH:27][C:18]=1[C:19]([C:21]1[CH:26]=[CH:25][CH:24]=[CH:23][CH:22]=1)=[O:20].[OH-].[Na+]. (3) Given the product [C:2]1([CH3:19])[CH:3]=[CH:4][C:5]([S:8]([N:11]2[CH2:18][CH2:17][CH2:16][C@H:12]2[C:13]([NH:24][C@H:23]([C:22]([OH:29])=[O:21])[CH2:25][CH2:26][S:27][CH3:28])=[O:15])(=[O:9])=[O:10])=[CH:6][CH:7]=1, predict the reactants needed to synthesize it. The reactants are: O.[C:2]1([CH3:19])[CH:7]=[CH:6][C:5]([S:8]([N:11]2[CH2:18][CH2:17][CH2:16][C@H:12]2[C:13]([OH:15])=O)(=[O:10])=[O:9])=[CH:4][CH:3]=1.C[O:21][C:22](=[O:29])[C@H:23]([CH2:25][CH2:26][S:27][CH3:28])[NH2:24].[Li+].[OH-]. (4) Given the product [CH2:38]([O:35][C:34](=[O:36])[CH:33]([C:27]1[CH:26]=[C:25]([C:16]2[CH:17]=[CH:18][C:19]([C:21]([F:23])([F:24])[F:22])=[CH:20][C:15]=2[CH2:14][N:11]([C:9]([O:8][CH2:1][C:2]2[CH:3]=[CH:4][CH:5]=[CH:6][CH:7]=2)=[O:10])[CH2:12][CH3:13])[C:30]([O:31][CH3:32])=[CH:29][CH:28]=1)[CH3:37])[CH3:39], predict the reactants needed to synthesize it. The reactants are: [CH2:1]([O:8][C:9]([N:11]([CH2:14][C:15]1[CH:20]=[C:19]([C:21]([F:24])([F:23])[F:22])[CH:18]=[CH:17][C:16]=1[C:25]1[C:30]([O:31][CH3:32])=[CH:29][CH:28]=[C:27]([CH:33]([CH3:37])[C:34]([OH:36])=[O:35])[CH:26]=1)[CH2:12][CH3:13])=[O:10])[C:2]1[CH:7]=[CH:6][CH:5]=[CH:4][CH:3]=1.[CH3:38][CH2:39]O.